This data is from Forward reaction prediction with 1.9M reactions from USPTO patents (1976-2016). The task is: Predict the product of the given reaction. (1) Given the reactants [F:1][C:2]([F:11])([F:10])[C:3]1[N:8]=[N:7][C:6]([NH2:9])=[CH:5][CH:4]=1.C(=O)([O-])[O-].[K+].[K+].[Br:18][CH2:19][C:20](Br)=[O:21].O, predict the reaction product. The product is: [Br:18][CH2:19][C:20]([NH:9][C:6]1[N:7]=[N:8][C:3]([C:2]([F:1])([F:10])[F:11])=[CH:4][CH:5]=1)=[O:21]. (2) Given the reactants [CH3:1][C:2]1[S:3][CH:4]=[C:5]([CH2:7][CH2:8][OH:9])[N:6]=1.C(N(CC)CC)C.[C:17]1([CH3:27])[CH:22]=[CH:21][C:20]([S:23](Cl)(=[O:25])=[O:24])=[CH:19][CH:18]=1, predict the reaction product. The product is: [CH3:27][C:17]1[CH:22]=[CH:21][C:20]([S:23]([O:9][CH2:8][CH2:7][C:5]2[N:6]=[C:2]([CH3:1])[S:3][CH:4]=2)(=[O:25])=[O:24])=[CH:19][CH:18]=1. (3) Given the reactants [NH2:1][CH:2]([C:5]1[CH:10]=[C:9]([Cl:11])[CH:8]=[CH:7][C:6]=1[O:12][CH3:13])[C:3]#[N:4].[C:14]([Si:18]([CH3:28])([CH3:27])[O:19][C:20]([CH3:26])([CH3:25])[CH2:21][C:22](O)=[O:23])([CH3:17])([CH3:16])[CH3:15].C(N(C(C)C)CC)(C)C.CN(C(ON1N=NC2C=CC=NC1=2)=[N+](C)C)C.F[P-](F)(F)(F)(F)F, predict the reaction product. The product is: [Si:18]([O:19][C:20]([CH3:26])([CH3:25])[CH2:21][C:22]([NH:1][CH:2]([C:5]1[CH:10]=[C:9]([Cl:11])[CH:8]=[CH:7][C:6]=1[O:12][CH3:13])[C:3]#[N:4])=[O:23])([C:14]([CH3:17])([CH3:16])[CH3:15])([CH3:28])[CH3:27]. (4) Given the reactants [NH2:1][C@@H:2]([CH2:5][C:6]1[CH:11]=[CH:10][CH:9]=[CH:8][CH:7]=1)[CH2:3][OH:4].[ClH:12], predict the reaction product. The product is: [ClH:12].[NH2:1][C@@H:2]([CH2:5][C:6]1[CH:11]=[CH:10][CH:9]=[CH:8][CH:7]=1)[CH2:3][OH:4].